Dataset: Catalyst prediction with 721,799 reactions and 888 catalyst types from USPTO. Task: Predict which catalyst facilitates the given reaction. (1) Reactant: [H-].[Na+].[CH2:3]([C@@H:10]([CH:25]=[CH2:26])[C@@H:11]([OH:24])[C@@H:12]([O:14][CH2:15][C:16]1[CH:21]=[CH:20][C:19]([O:22][CH3:23])=[CH:18][CH:17]=1)[CH3:13])[C:4]1[CH:9]=[CH:8][CH:7]=[CH:6][CH:5]=1.Br[CH2:28][CH2:29][O:30][CH3:31]. Product: [CH2:3]([C@@H:10]([CH:25]=[CH2:26])[C@@H:11]([O:24][CH2:28][CH2:29][O:30][CH3:31])[C@@H:12]([O:14][CH2:15][C:16]1[CH:17]=[CH:18][C:19]([O:22][CH3:23])=[CH:20][CH:21]=1)[CH3:13])[C:4]1[CH:5]=[CH:6][CH:7]=[CH:8][CH:9]=1. The catalyst class is: 3. (2) Reactant: [O:1]=[C:2]([N:10]1[C@@H:14]([C:15]2[CH:20]=[CH:19][CH:18]=[CH:17][CH:16]=2)[CH2:13][O:12][C:11]1=[O:21])[CH2:3]P(=O)(OC)OC.CC(C)([O-])C.[K+].[Cl:28][C:29]1[CH:36]=[CH:35][C:32]([CH:33]=O)=[CH:31][CH:30]=1. Product: [Cl:28][C:29]1[CH:36]=[CH:35][C:32](/[CH:33]=[CH:3]/[C:2]([N:10]2[C@@H:14]([C:15]3[CH:16]=[CH:17][CH:18]=[CH:19][CH:20]=3)[CH2:13][O:12][C:11]2=[O:21])=[O:1])=[CH:31][CH:30]=1. The catalyst class is: 1. (3) Reactant: [Cl:1][N:2]([C:10]1[C:19]2[C:14](=[CH:15][C:16]([OH:22])=[C:17]([O:20][CH3:21])[CH:18]=2)[N:13]=[CH:12][N:11]=1)[C:3]1[CH:8]=[CH:7][CH:6]=[CH:5][C:4]=1[F:9].Br[CH2:24][CH2:25][CH2:26][O:27][CH:28]1[CH2:33][CH2:32][CH2:31][CH2:30][O:29]1.C(=O)([O-])[O-].[K+].[K+]. Product: [Cl:1][N:2]([C:10]1[C:19]2[C:14](=[CH:15][C:16]([O:22][CH2:24][CH2:25][CH2:26][O:27][CH:28]3[CH2:33][CH2:32][CH2:31][CH2:30][O:29]3)=[C:17]([O:20][CH3:21])[CH:18]=2)[N:13]=[CH:12][N:11]=1)[C:3]1[CH:8]=[CH:7][CH:6]=[CH:5][C:4]=1[F:9]. The catalyst class is: 18.